From a dataset of NCI-60 drug combinations with 297,098 pairs across 59 cell lines. Regression. Given two drug SMILES strings and cell line genomic features, predict the synergy score measuring deviation from expected non-interaction effect. (1) Drug 1: CC1OCC2C(O1)C(C(C(O2)OC3C4COC(=O)C4C(C5=CC6=C(C=C35)OCO6)C7=CC(=C(C(=C7)OC)O)OC)O)O. Drug 2: COC1=CC(=CC(=C1O)OC)C2C3C(COC3=O)C(C4=CC5=C(C=C24)OCO5)OC6C(C(C7C(O6)COC(O7)C8=CC=CS8)O)O. Cell line: SF-295. Synergy scores: CSS=72.1, Synergy_ZIP=0.0625, Synergy_Bliss=0.417, Synergy_Loewe=0.0696, Synergy_HSA=5.66. (2) Drug 1: CC1CCC2CC(C(=CC=CC=CC(CC(C(=O)C(C(C(=CC(C(=O)CC(OC(=O)C3CCCCN3C(=O)C(=O)C1(O2)O)C(C)CC4CCC(C(C4)OC)O)C)C)O)OC)C)C)C)OC. Drug 2: CCC1(CC2CC(C3=C(CCN(C2)C1)C4=CC=CC=C4N3)(C5=C(C=C6C(=C5)C78CCN9C7C(C=CC9)(C(C(C8N6C)(C(=O)OC)O)OC(=O)C)CC)OC)C(=O)OC)O.OS(=O)(=O)O. Cell line: UO-31. Synergy scores: CSS=4.09, Synergy_ZIP=-0.146, Synergy_Bliss=4.45, Synergy_Loewe=1.15, Synergy_HSA=1.26. (3) Drug 1: CC12CCC3C(C1CCC2=O)CC(=C)C4=CC(=O)C=CC34C. Drug 2: CN(CC1=CN=C2C(=N1)C(=NC(=N2)N)N)C3=CC=C(C=C3)C(=O)NC(CCC(=O)O)C(=O)O. Cell line: HL-60(TB). Synergy scores: CSS=87.7, Synergy_ZIP=0.906, Synergy_Bliss=1.82, Synergy_Loewe=-8.68, Synergy_HSA=1.63. (4) Drug 1: C1=C(C(=O)NC(=O)N1)F. Drug 2: C#CCC(CC1=CN=C2C(=N1)C(=NC(=N2)N)N)C3=CC=C(C=C3)C(=O)NC(CCC(=O)O)C(=O)O. Cell line: MDA-MB-231. Synergy scores: CSS=14.4, Synergy_ZIP=-5.52, Synergy_Bliss=-1.21, Synergy_Loewe=-1.57, Synergy_HSA=-1.57. (5) Drug 1: CNC(=O)C1=NC=CC(=C1)OC2=CC=C(C=C2)NC(=O)NC3=CC(=C(C=C3)Cl)C(F)(F)F. Drug 2: B(C(CC(C)C)NC(=O)C(CC1=CC=CC=C1)NC(=O)C2=NC=CN=C2)(O)O. Cell line: SK-MEL-5. Synergy scores: CSS=18.7, Synergy_ZIP=-0.957, Synergy_Bliss=0.0493, Synergy_Loewe=-32.7, Synergy_HSA=-1.10. (6) Drug 1: CC(C1=C(C=CC(=C1Cl)F)Cl)OC2=C(N=CC(=C2)C3=CN(N=C3)C4CCNCC4)N. Drug 2: CN1C2=C(C=C(C=C2)N(CCCl)CCCl)N=C1CCCC(=O)O.Cl. Cell line: HCT-15. Synergy scores: CSS=6.81, Synergy_ZIP=0.278, Synergy_Bliss=2.47, Synergy_Loewe=-2.62, Synergy_HSA=0.182. (7) Drug 1: CC=C1C(=O)NC(C(=O)OC2CC(=O)NC(C(=O)NC(CSSCCC=C2)C(=O)N1)C(C)C)C(C)C. Drug 2: CCN(CC)CCNC(=O)C1=C(NC(=C1C)C=C2C3=C(C=CC(=C3)F)NC2=O)C. Cell line: SW-620. Synergy scores: CSS=14.2, Synergy_ZIP=1.94, Synergy_Bliss=1.79, Synergy_Loewe=-27.6, Synergy_HSA=0.785.